Task: Regression. Given a peptide amino acid sequence and an MHC pseudo amino acid sequence, predict their binding affinity value. This is MHC class I binding data.. Dataset: Peptide-MHC class I binding affinity with 185,985 pairs from IEDB/IMGT (1) The peptide sequence is GRRATAILR. The MHC is HLA-A26:01 with pseudo-sequence HLA-A26:01. The binding affinity (normalized) is 0.0847. (2) The peptide sequence is LGPHYTPKIV. The MHC is Mamu-A02 with pseudo-sequence Mamu-A02. The binding affinity (normalized) is 0. (3) The peptide sequence is EETFKLSYGI. The MHC is HLA-B45:01 with pseudo-sequence HLA-B45:01. The binding affinity (normalized) is 0.275. (4) The peptide sequence is ISNQIWLFR. The MHC is HLA-A31:01 with pseudo-sequence HLA-A31:01. The binding affinity (normalized) is 0.936. (5) The peptide sequence is VLPHLCLDYK. The MHC is HLA-A68:02 with pseudo-sequence HLA-A68:02. The binding affinity (normalized) is 0. (6) The peptide sequence is KRWIILGLNK. The MHC is HLA-B07:02 with pseudo-sequence HLA-B07:02. The binding affinity (normalized) is 0. (7) The binding affinity (normalized) is 0.0847. The peptide sequence is LVDENQSWY. The MHC is HLA-A26:01 with pseudo-sequence HLA-A26:01. (8) The peptide sequence is YTMDGEYRL. The MHC is HLA-B07:02 with pseudo-sequence HLA-B07:02. The binding affinity (normalized) is 0.0847.